From a dataset of Full USPTO retrosynthesis dataset with 1.9M reactions from patents (1976-2016). Predict the reactants needed to synthesize the given product. (1) Given the product [NH2:1][C:4]1[CH:12]=[C:11]2[C:7]([C:8]([C:23]3[CH:24]=[CH:25][CH:26]=[CH:27][CH:28]=3)=[N:9][N:10]2[C:13]2[S:14][CH:15]=[C:16]([C:18]([O:20][CH2:21][CH3:22])=[O:19])[N:17]=2)=[CH:6][CH:5]=1, predict the reactants needed to synthesize it. The reactants are: [N+:1]([C:4]1[CH:12]=[C:11]2[C:7]([C:8]([C:23]3[CH:28]=[CH:27][CH:26]=[CH:25][CH:24]=3)=[N:9][N:10]2[C:13]2[S:14][CH:15]=[C:16]([C:18]([O:20][CH2:21][CH3:22])=[O:19])[N:17]=2)=[CH:6][CH:5]=1)([O-])=O.[H][H]. (2) The reactants are: [NH2:1][C:2]1[N:10]=[C:9]2[C:5]([N:6]=[CH:7][N:8]2C[C@]2(OCP(=O)([O-])[O-])C[C@@H]2C)=[C:4](Cl)[N:3]=1.C(N(CC)CC)C.C[O:31]C1C=C(C)C(S)=CC=1.O. Given the product [NH:3]1[C:4](=[O:31])[C:5]2[NH:6][CH:7]=[N:8][C:9]=2[N:10]=[C:2]1[NH2:1], predict the reactants needed to synthesize it. (3) Given the product [C:24]([O-:30])(=[O:29])[C:25]([CH3:28])([CH3:27])[CH3:26].[C:24]([O-:30])(=[O:29])[C:25]([CH3:28])([CH3:27])[CH3:26].[CH3:16][C:15]1[C:11]([Zr+2:10][C:8]2([CH3:9])[C:7]([CH3:21])=[C:6]([CH3:22])[C:5]([CH3:23])=[C:4]2[CH3:3])([CH3:20])[C:12]([CH3:19])=[C:13]([CH3:18])[C:14]=1[CH3:17], predict the reactants needed to synthesize it. The reactants are: [Cl-].[Cl-].[CH3:3][C:4]1[C:8]([Zr+2:10][C:11]2([CH3:20])[C:15]([CH3:16])=[C:14]([CH3:17])[C:13]([CH3:18])=[C:12]2[CH3:19])([CH3:9])[C:7]([CH3:21])=[C:6]([CH3:22])[C:5]=1[CH3:23].[C:24]([OH:30])(=[O:29])[C:25]([CH3:28])([CH3:27])[CH3:26].C(N(CC)CC)C. (4) Given the product [Cl:1][C:2]1[N:7]=[C:6]([NH:20][CH2:14][C:15]2[O:19][CH:18]=[CH:17][CH:16]=2)[C:5]([I:9])=[C:4]([C:10]([O:12][CH3:13])=[O:11])[N:3]=1, predict the reactants needed to synthesize it. The reactants are: [Cl:1][C:2]1[N:7]=[C:6](Cl)[C:5]([I:9])=[C:4]([C:10]([O:12][CH3:13])=[O:11])[N:3]=1.[CH2:14]([NH2:20])[C:15]1[O:19][CH:18]=[CH:17][CH:16]=1.C(N(CC)CC)C. (5) Given the product [CH2:1]([O:3][CH2:4][CH2:5][O:36][C:25]1[CH:26]=[C:27]([CH2:30][CH2:31][C:32]([O:34][CH3:35])=[O:33])[CH:28]=[CH:29][C:24]=1[C:20]1[CH:21]=[CH:22][CH:23]=[C:18]([N:16]([CH3:17])[C:15]([NH:14][CH2:7][CH2:8][CH2:9][CH2:10][CH2:11][CH2:12][CH3:13])=[O:37])[CH:19]=1)[CH3:2], predict the reactants needed to synthesize it. The reactants are: [CH2:1]([O:3][CH2:4][CH2:5]Br)[CH3:2].[CH2:7]([NH:14][C:15](=[O:37])[N:16]([C:18]1[CH:19]=[C:20]([C:24]2[CH:29]=[CH:28][C:27]([CH2:30][CH2:31][C:32]([O:34][CH3:35])=[O:33])=[CH:26][C:25]=2[OH:36])[CH:21]=[CH:22][CH:23]=1)[CH3:17])[CH2:8][CH2:9][CH2:10][CH2:11][CH2:12][CH3:13].C(=O)([O-])[O-].[K+].[K+]. (6) Given the product [N:3]1([C:18]2[C:19]3[CH2:27][CH2:26][N:25]([C:28]([C:30]4[CH:35]=[CH:34][CH:33]=[C:32]([C:36]([F:39])([F:38])[F:37])[C:31]=4[Cl:40])=[O:29])[CH2:24][C:20]=3[N:21]=[CH:22][N:23]=2)[CH:7]=[CH:6][N:5]=[N:4]1, predict the reactants needed to synthesize it. The reactants are: [H-].[Na+].[NH:3]1[CH:7]=[CH:6][N:5]=[N:4]1.N1(O[C:18]2[C:19]3[CH2:27][CH2:26][N:25]([C:28]([C:30]4[CH:35]=[CH:34][CH:33]=[C:32]([C:36]([F:39])([F:38])[F:37])[C:31]=4[Cl:40])=[O:29])[CH2:24][C:20]=3[N:21]=[CH:22][N:23]=2)C2C=CC=CC=2N=N1. (7) Given the product [C:1]([O:5][C:6]([N:8]1[CH2:13][C@H:12]([CH2:14][N:15]2[CH2:20][CH2:19][O:18][CH2:17][C@H:16]2[CH3:21])[N:11]([CH2:22][C:23]([N:39]2[C:33]3[C:34](=[N:35][CH:36]=[C:31]([CH2:30][C:29]4[CH:42]=[CH:43][CH:44]=[CH:45][C:28]=4[F:27])[CH:32]=3)[C:37]([CH3:41])([CH3:40])[CH2:38]2)=[O:25])[CH2:10][C@H:9]1[CH3:26])=[O:7])([CH3:3])([CH3:4])[CH3:2], predict the reactants needed to synthesize it. The reactants are: [C:1]([O:5][C:6]([N:8]1[CH2:13][C@H:12]([CH2:14][N:15]2[CH2:20][CH2:19][O:18][CH2:17][C@H:16]2[CH3:21])[N:11]([CH2:22][C:23]([OH:25])=O)[CH2:10][C@H:9]1[CH3:26])=[O:7])([CH3:4])([CH3:3])[CH3:2].[F:27][C:28]1[CH:45]=[CH:44][CH:43]=[CH:42][C:29]=1[CH2:30][C:31]1[CH:32]=[C:33]2[NH:39][CH2:38][C:37]([CH3:41])([CH3:40])[C:34]2=[N:35][CH:36]=1.F[P-](F)(F)(F)(F)F.N1(OC(N(C)C)=[N+](C)C)C2N=CC=CC=2N=N1.C(N(CC)C(C)C)(C)C.C(=O)([O-])O.[Na+]. (8) Given the product [CH3:1][O:2][C:3](=[O:15])[CH2:4][C:5]1[CH:10]=[C:9]([O:11][C:29]2[S:30][C:31]([C:34]3[CH:39]=[CH:38][CH:37]=[CH:36][CH:35]=3)=[CH:32][CH:33]=2)[CH:8]=[C:7]([O:12][CH2:13][CH3:14])[CH:6]=1, predict the reactants needed to synthesize it. The reactants are: [CH3:1][O:2][C:3](=[O:15])[CH2:4][C:5]1[CH:10]=[C:9]([OH:11])[CH:8]=[C:7]([O:12][CH2:13][CH3:14])[CH:6]=1.O1CCOCC1.C(=O)([O-])[O-].[Cs+].[Cs+].Br[C:29]1[S:30][C:31]([C:34]2[CH:39]=[CH:38][CH:37]=[CH:36][CH:35]=2)=[CH:32][CH:33]=1.CN(CC(O)=O)C.[Cl-].[NH4+].[OH-].[NH4+]. (9) Given the product [C:1]([C:3]1[CH:4]=[C:5]([CH:22]=[CH:23][CH:24]=1)[C:6]([NH:8][CH:9]1[CH:13]([OH:14])[CH2:12][NH:11][CH2:10]1)=[O:7])#[N:2], predict the reactants needed to synthesize it. The reactants are: [C:1]([C:3]1[CH:4]=[C:5]([CH:22]=[CH:23][CH:24]=1)[C:6]([NH:8][CH:9]1[CH:13]([OH:14])[CH2:12][N:11](C(OC(C)(C)C)=O)[CH2:10]1)=[O:7])#[N:2].C(O)(C(F)(F)F)=O. (10) Given the product [C:1]([C:3]1[CH:4]=[C:5]([CH3:12])[C:6]([C:9]([Cl:16])=[O:10])=[N:7][CH:8]=1)#[N:2], predict the reactants needed to synthesize it. The reactants are: [C:1]([C:3]1[CH:4]=[C:5]([CH3:12])[C:6]([C:9](O)=[O:10])=[N:7][CH:8]=1)#[N:2].C(Cl)(=O)C([Cl:16])=O.CN(C)C=O.C1(C)C=CC=CC=1.